This data is from Forward reaction prediction with 1.9M reactions from USPTO patents (1976-2016). The task is: Predict the product of the given reaction. (1) Given the reactants [CH2:1]([O:8][C:9](=[O:18])[C:10]1[C:15]([OH:16])=[CH:14][CH:13]=[CH:12][C:11]=1[OH:17])[C:2]1[CH:7]=[CH:6][CH:5]=[CH:4][CH:3]=1.[C:19]([NH:26][CH2:27][CH2:28][CH2:29][CH2:30]O)([O:21][C:22]([CH3:25])([CH3:24])[CH3:23])=[O:20], predict the reaction product. The product is: [CH2:1]([O:8][C:9](=[O:18])[C:10]1[C:11]([OH:17])=[CH:12][CH:13]=[CH:14][C:15]=1[O:16][CH2:30][CH2:29][CH2:28][CH2:27][NH:26][C:19]([O:21][C:22]([CH3:23])([CH3:25])[CH3:24])=[O:20])[C:2]1[CH:3]=[CH:4][CH:5]=[CH:6][CH:7]=1. (2) Given the reactants [F:1][C:2]([F:27])([F:26])[C:3]1[CH:4]=[C:5]([NH:9][C:10](=[O:25])[CH2:11][C:12]([NH:14][C:15]2[CH:20]=[CH:19][CH:18]=[C:17]([C:21]([F:24])([F:23])[F:22])[CH:16]=2)=[O:13])[CH:6]=[CH:7][CH:8]=1.[Cl:28][C:29]1[N:36]=[CH:35][CH:34]=[CH:33][C:30]=1[CH:31]=O, predict the reaction product. The product is: [F:1][C:2]([F:26])([F:27])[C:3]1[CH:4]=[C:5]([NH:9][C:10](=[O:25])[C:11](=[CH:31][C:30]2[C:29]([Cl:28])=[N:36][CH:35]=[CH:34][CH:33]=2)[C:12]([NH:14][C:15]2[CH:20]=[CH:19][CH:18]=[C:17]([C:21]([F:24])([F:23])[F:22])[CH:16]=2)=[O:13])[CH:6]=[CH:7][CH:8]=1.